Dataset: HIV replication inhibition screening data with 41,000+ compounds from the AIDS Antiviral Screen. Task: Binary Classification. Given a drug SMILES string, predict its activity (active/inactive) in a high-throughput screening assay against a specified biological target. (1) The molecule is CCOP(=O)(OCC)C(=Cn1c(=S)[nH]c2ccccc21)C(=O)OC. The result is 0 (inactive). (2) The compound is CCc1ccccc1NC(=O)C1=C(C)NC(C)=C(C(=O)Nc2ccccc2CC)C1c1ccc(NC(C)=O)cc1. The result is 0 (inactive). (3) The compound is CCOC(=O)C(NC(=O)c1ccccc1)(Nc1ccc(S(=O)(=O)Nc2cc(C)on2)cc1)C(F)(F)F. The result is 0 (inactive). (4) The compound is O=C(CN1CCC(O)(c2ccc(F)cc2)CC1)N1CCN(CC=Cc2ccccc2)CC1. The result is 0 (inactive). (5) The drug is COc1ccc(C(Cl)=C(C=O)c2ccccc2)cc1OC. The result is 0 (inactive). (6) The molecule is COC(=O)C(Cc1ccccc1)NP(=O)(O)OCC1OC(n2cc(Br)c(=O)[nH]c2=O)CC1O. The result is 0 (inactive). (7) The molecule is Cc1noc2c1CSC1=C2S(=O)(=O)N(C)c2ccccc21. The result is 0 (inactive).